The task is: Predict the reactants needed to synthesize the given product.. This data is from Full USPTO retrosynthesis dataset with 1.9M reactions from patents (1976-2016). (1) The reactants are: [N+]([C:4]1[CH:5]=[CH:6][C:7]2O[C:10]([C:12]([O:14]CC)=O)=[CH:9][C:8]=2[CH:17]=1)([O-])=O.C([C:20]1[CH:31]=[C:30]([N+:32]([O-])=O)[CH:29]=[CH:28][C:21]=1[O:22][CH2:23][C:24](OC)=O)=O.[CH3:35]CO.N12[CH2:48][CH2:47][CH2:46]N=C1CCCCC2. Given the product [O:22]1[CH:23]=[CH:24][C:28]2[CH:29]=[C:30]([NH:32][C:12](=[O:14])/[CH:10]=[CH:9]/[C:8]3[CH:17]=[CH:4][C:5]([C:47]([CH3:48])([CH3:35])[CH3:46])=[CH:6][CH:7]=3)[CH:31]=[CH:20][C:21]1=2, predict the reactants needed to synthesize it. (2) The reactants are: [C:1]([O:5][C:6]([N:8]1[C@:12]([CH3:16])([C:13]([OH:15])=O)[CH2:11][O:10][C:9]1([CH3:18])[CH3:17])=[O:7])([CH3:4])([CH3:3])[CH3:2].C(Cl)(=O)C(Cl)=O.[CH2:25]([O:32][C:33]1[CH:34]=[C:35]([S:39][C:40]2[CH:46]=[CH:45][C:43]([NH2:44])=[C:42](Cl)[CH:41]=2)[CH:36]=[CH:37][CH:38]=1)[C:26]1[CH:31]=[CH:30][CH:29]=[CH:28][CH:27]=1.CCOC(C)=O. Given the product [CH2:25]([O:32][C:33]1[CH:34]=[C:35]([S:39][C:40]2[CH:41]=[CH:42][C:43]([NH:44][C:13]([C@@:12]3([CH3:16])[CH2:11][O:10][C:9]([CH3:18])([CH3:17])[N:8]3[C:6]([O:5][C:1]([CH3:2])([CH3:3])[CH3:4])=[O:7])=[O:15])=[CH:45][CH:46]=2)[CH:36]=[CH:37][CH:38]=1)[C:26]1[CH:27]=[CH:28][CH:29]=[CH:30][CH:31]=1, predict the reactants needed to synthesize it.